Dataset: Full USPTO retrosynthesis dataset with 1.9M reactions from patents (1976-2016). Task: Predict the reactants needed to synthesize the given product. (1) Given the product [CH3:35][O:36][CH2:37][O:38][CH2:39][C:40]1[N:3]=[N:2][N:1]([CH2:4][C:5]2[CH:14]=[N:13][C:12]3[C:11]([N:15]4[CH2:20][CH2:19][O:18][CH2:17][CH2:16]4)=[N:10][C:9]([C:21]4[CH:22]=[C:23]([OH:27])[CH:24]=[CH:25][CH:26]=4)=[N:8][C:7]=3[CH:6]=2)[CH:41]=1, predict the reactants needed to synthesize it. The reactants are: [N:1]([CH2:4][C:5]1[CH:14]=[N:13][C:12]2[C:11]([N:15]3[CH2:20][CH2:19][O:18][CH2:17][CH2:16]3)=[N:10][C:9]([C:21]3[CH:22]=[C:23]([OH:27])[CH:24]=[CH:25][CH:26]=3)=[N:8][C:7]=2[CH:6]=1)=[N+:2]=[N-:3].C(N(CC)CC)C.[CH3:35][O:36][CH2:37][O:38][CH2:39][C:40]#[CH:41]. (2) The reactants are: [CH2:1]([N:8]1[CH2:13][CH2:12][N:11]([C:14]2C(=O)N[C:17](=O)[NH:18][CH:19]=2)[CH2:10][CH2:9]1)[C:2]1[CH:7]=[CH:6][CH:5]=[CH:4][CH:3]=1.[H-].[Na+].CI.CC[O:28]C(C)=O.[CH3:32][N:33]([CH3:36])[CH:34]=[O:35]. Given the product [CH2:1]([N:8]1[CH2:9][CH2:10][N:11]([C:14]2[C:34](=[O:35])[N:33]([CH3:36])[C:32](=[O:28])[N:18]([CH3:17])[CH:19]=2)[CH2:12][CH2:13]1)[C:2]1[CH:7]=[CH:6][CH:5]=[CH:4][CH:3]=1, predict the reactants needed to synthesize it. (3) The reactants are: [Cl:1][C:2]1[C:3]([F:37])=[C:4]([C:33]([F:36])=[CH:34][CH:35]=1)[O:5][C:6]1[CH2:10][N:9]([C@@H:11]([CH2:25][CH:26]2[CH2:31][CH2:30][CH2:29][CH2:28][CH2:27]2)[C:12]([NH:14][C:15]2[CH:19]=[CH:18][N:17]([CH2:20]C(O)(C)C)[N:16]=2)=[O:13])[C:8](=[O:32])[CH:7]=1.CN1C=CC(N)=N1.F[P-](F)(F)(F)(F)F.N1(O[P+](N(C)C)(N(C)C)N(C)C)C2C=CC=CC=2N=N1.C(N(CC)C(C)C)(C)C. Given the product [Cl:1][C:2]1[C:3]([F:37])=[C:4]([C:33]([F:36])=[CH:34][CH:35]=1)[O:5][C:6]1[CH2:10][N:9]([C@@H:11]([CH2:25][CH:26]2[CH2:31][CH2:30][CH2:29][CH2:28][CH2:27]2)[C:12]([NH:14][C:15]2[CH:19]=[CH:18][N:17]([CH3:20])[N:16]=2)=[O:13])[C:8](=[O:32])[CH:7]=1, predict the reactants needed to synthesize it. (4) Given the product [CH:30]1[CH:29]=[CH:28][CH:27]=[C:26]2[C:31]=1[C:32]1[N:20]3[C@@H:10]([CH2:11][NH:12][C:13](=[O:19])[O:14][C:15]([CH3:16])([CH3:17])[CH3:18])[CH2:9][O:8][CH2:33][C:21]3=[N:22][C:23]=1[CH:24]=[N:25]2, predict the reactants needed to synthesize it. The reactants are: [Si]([O:8][CH2:9][C@@H:10]([N:20]1[C:32]2[C:31]3[CH:30]=[CH:29][CH:28]=[CH:27][C:26]=3[N:25]=[CH:24][C:23]=2[N:22]=[C:21]1[CH2:33]Cl)[CH2:11][NH:12][C:13](=[O:19])[O:14][C:15]([CH3:18])([CH3:17])[CH3:16])(C(C)(C)C)(C)C.[F-].C([N+](CCCC)(CCCC)CCCC)CCC.C(=O)(O)[O-].[Na+].CC(C)([O-])C.[K+]. (5) Given the product [CH3:32][O:31][C:27]1[CH:28]=[CH:29][CH:30]=[C:22]([O:21][CH3:20])[C:23]=1[C:24]([C:10]1[C:11]2[CH:17]=[CH:16][C:15]([O:18][CH3:19])=[CH:14][C:12]=2[S:13][C:9]=1[C:6]1[CH:7]=[CH:8][C:3]([O:2][CH3:1])=[CH:4][CH:5]=1)=[O:25], predict the reactants needed to synthesize it. The reactants are: [CH3:1][O:2][C:3]1[CH:8]=[CH:7][C:6]([C:9]2[S:13][C:12]3[CH:14]=[C:15]([O:18][CH3:19])[CH:16]=[CH:17][C:11]=3[CH:10]=2)=[CH:5][CH:4]=1.[CH3:20][O:21][C:22]1[CH:30]=[CH:29][CH:28]=[C:27]([O:31][CH3:32])[C:23]=1[C:24](Cl)=[O:25].[Al+3].[Cl-].[Cl-].[Cl-].O. (6) Given the product [CH3:43][C:12]1([CH3:11])[CH2:21][CH:20]=[C:19]([C:2]2[S:1][CH:5]=[CH:4][CH:3]=2)[C:18]2[CH:17]=[C:16]([N:30]=[N:31][C:32]3[CH:33]=[CH:34][C:35]([C:36]([O:38][CH2:39][CH3:40])=[O:37])=[CH:41][CH:42]=3)[CH:15]=[CH:14][C:13]1=2, predict the reactants needed to synthesize it. The reactants are: [S:1]1[CH:5]=[CH:4][CH:3]=[CH:2]1.[Li]C(C)(C)C.[CH3:11][C:12]1([CH3:43])[CH2:21][CH:20]=[C:19](OS(C(F)(F)F)(=O)=O)[C:18]2[CH:17]=[C:16]([N:30]=[N:31][C:32]3[CH:42]=[CH:41][C:35]([C:36]([O:38][CH2:39][CH3:40])=[O:37])=[CH:34][CH:33]=3)[CH:15]=[CH:14][C:13]1=2. (7) Given the product [C:1]1([S:7]([N:10]2[CH2:12][CH:11]([C:13]([N:15]3[CH2:16][CH2:17][N:18]([C:21]4[CH:26]=[C:25]([CH3:27])[CH:24]=[CH:23][C:22]=4[CH3:28])[CH2:19][CH2:20]3)=[O:14])[N:34]([CH:31]([CH3:33])[CH3:32])[C:35]2=[O:36])(=[O:8])=[O:9])[CH:6]=[CH:5][CH:4]=[CH:3][CH:2]=1, predict the reactants needed to synthesize it. The reactants are: [C:1]1([S:7]([N:10]2[CH2:12][CH:11]2[C:13]([N:15]2[CH2:20][CH2:19][N:18]([C:21]3[CH:26]=[C:25]([CH3:27])[CH:24]=[CH:23][C:22]=3[CH3:28])[CH2:17][CH2:16]2)=[O:14])(=[O:9])=[O:8])[CH:6]=[CH:5][CH:4]=[CH:3][CH:2]=1.[I-].[Na+].[CH:31]([N:34]=[C:35]=[O:36])([CH3:33])[CH3:32].